Dataset: Full USPTO retrosynthesis dataset with 1.9M reactions from patents (1976-2016). Task: Predict the reactants needed to synthesize the given product. (1) Given the product [C:34]([C:31]1[N:32]=[CH:33][C:28]([NH:25][C:26](=[O:27])[NH:1][C:2]2[CH:3]=[C:4]([C@H:19]3[CH2:21][C@H:20]3[C:22]([OH:24])=[O:23])[CH:5]=[CH:6][C:7]=2[N:8]([CH:13]2[CH2:18][CH2:17][CH2:16][CH2:15][CH2:14]2)[CH2:9][CH:10]([CH3:12])[CH3:11])=[CH:29][N:30]=1)#[N:35], predict the reactants needed to synthesize it. The reactants are: [NH2:1][C:2]1[CH:3]=[C:4]([C@H:19]2[CH2:21][C@H:20]2[C:22]([OH:24])=[O:23])[CH:5]=[CH:6][C:7]=1[N:8]([CH:13]1[CH2:18][CH2:17][CH2:16][CH2:15][CH2:14]1)[CH2:9][CH:10]([CH3:12])[CH3:11].[N:25]([C:28]1[CH:29]=[N:30][C:31]([C:34]#[N:35])=[N:32][CH:33]=1)=[C:26]=[O:27]. (2) The reactants are: [Li][CH2:2][CH2:3][CH2:4][CH3:5].[B:6]([O:15][CH:16](C)C)([O:11]C(C)C)OC(C)C.[CH2:19]1[CH2:23]O[CH2:21][CH2:20]1. Given the product [CH3:5][CH:4]1[CH2:16][O:15][B:6]([OH:11])[C:23]2[CH:19]=[CH:20][CH:21]=[CH:2][C:3]1=2, predict the reactants needed to synthesize it. (3) The reactants are: [CH2:1]([S:8][C:9]1[CH:16]=[CH:15][C:12](C=O)=[CH:11][CH:10]=1)[C:2]1[CH:7]=[CH:6][CH:5]=[CH:4][CH:3]=1.[N+:17]([CH3:20])([O-:19])=[O:18].[C:21]([O-])(=O)C.[NH4+]. Given the product [CH2:1]([S:8][C:9]1[CH:10]=[CH:11][CH:12]=[CH:15][C:16]=1/[CH:21]=[CH:20]/[N+:17]([O-:19])=[O:18])[C:2]1[CH:3]=[CH:4][CH:5]=[CH:6][CH:7]=1, predict the reactants needed to synthesize it. (4) Given the product [OH:2][C:3]1[CH:8]=[CH:7][C:6]([C@H:9](/[CH:16]=[CH:17]/[CH3:18])[CH2:10][C:11]([O:13][CH2:14][CH3:15])=[O:12])=[C:5]([CH3:19])[CH:4]=1, predict the reactants needed to synthesize it. The reactants are: C[O:2][C:3]1[CH:8]=[CH:7][C:6]([C@H:9](/[CH:16]=[CH:17]/[CH3:18])[CH2:10][C:11]([O:13][CH2:14][CH3:15])=[O:12])=[C:5]([CH3:19])[CH:4]=1.C(Cl)Cl.B(Br)(Br)Br. (5) Given the product [F:6][C:7]1[CH:8]=[C:9]([CH:16]([CH3:20])[C:17]([O:19][CH2:26][CH3:27])=[O:18])[CH:10]=[CH:11][C:12]=1[N+:13]([O-:15])=[O:14], predict the reactants needed to synthesize it. The reactants are: S(=O)(=O)(O)O.[F:6][C:7]1[CH:8]=[C:9]([CH:16]([CH3:20])[C:17]([OH:19])=[O:18])[CH:10]=[CH:11][C:12]=1[N+:13]([O-:15])=[O:14].C(=O)(O)[O-].[Na+].[CH2:26](O)[CH3:27]. (6) The reactants are: [BH4-].[Li+].[F:3][C:4]1[CH:5]=[C:6]([C@@H:11]([CH:29]2[CH2:34][CH2:33][O:32][CH2:31][CH2:30]2)[CH2:12][C:13](N2[C@H](C3C=CC=CC=3)[C@H](C)N(C)C2=O)=[O:14])[CH:7]=[C:8]([F:10])[CH:9]=1. Given the product [F:10][C:8]1[CH:7]=[C:6]([C@@H:11]([CH:29]2[CH2:30][CH2:31][O:32][CH2:33][CH2:34]2)[CH2:12][CH2:13][OH:14])[CH:5]=[C:4]([F:3])[CH:9]=1, predict the reactants needed to synthesize it. (7) Given the product [CH2:1]([O:4][C:5]1[CH:6]=[CH:7][C:8]([CH2:15][SH:16])=[C:9]([CH3:20])[CH:10]=1)[CH:2]=[CH2:3], predict the reactants needed to synthesize it. The reactants are: [CH2:1]([O:4][C:5]1[CH:10]=[CH:9][C:8](CCl)=[CH:7][C:6]=1C)[CH:2]=[CH2:3].N[C:15](N)=[S:16].O.N.[CH2:20](O)C.